Dataset: Forward reaction prediction with 1.9M reactions from USPTO patents (1976-2016). Task: Predict the product of the given reaction. Given the reactants C[O:2][C:3](=[O:41])[C:4]1[CH:9]=[CH:8][CH:7]=[C:6]([NH:10][C:11]([N:13]2[CH2:17][C@@H:16]([CH2:18][C:19]([CH3:22])([CH3:21])[CH3:20])[C@@:15]([C:25]3[CH:30]=[CH:29][C:28]([Cl:31])=[CH:27][C:26]=3[F:32])([C:23]#[N:24])[C@H:14]2[C:33]2[CH:38]=[CH:37][CH:36]=[C:35]([Cl:39])[C:34]=2[F:40])=[O:12])[CH:5]=1.[Li+].[OH-], predict the reaction product. The product is: [Cl:39][C:35]1[C:34]([F:40])=[C:33]([C@@H:14]2[C@:15]([C:25]3[CH:30]=[CH:29][C:28]([Cl:31])=[CH:27][C:26]=3[F:32])([C:23]#[N:24])[C@H:16]([CH2:18][C:19]([CH3:22])([CH3:20])[CH3:21])[CH2:17][N:13]2[C:11]([NH:10][C:6]2[CH:5]=[C:4]([CH:9]=[CH:8][CH:7]=2)[C:3]([OH:41])=[O:2])=[O:12])[CH:38]=[CH:37][CH:36]=1.